Dataset: Full USPTO retrosynthesis dataset with 1.9M reactions from patents (1976-2016). Task: Predict the reactants needed to synthesize the given product. Given the product [F:24][C:15]([F:14])([F:23])[C:16]1[CH:17]=[C:18]([S:22][CH:6]2[CH2:7][CH:8]([C:10]([O:12][CH3:13])=[O:11])[CH2:9]2)[CH:19]=[CH:20][CH:21]=1, predict the reactants needed to synthesize it. The reactants are: CS(O[CH:6]1[CH2:9][CH:8]([C:10]([O:12][CH3:13])=[O:11])[CH2:7]1)(=O)=O.[F:14][C:15]([F:24])([F:23])[C:16]1[CH:17]=[C:18]([SH:22])[CH:19]=[CH:20][CH:21]=1.